This data is from Full USPTO retrosynthesis dataset with 1.9M reactions from patents (1976-2016). The task is: Predict the reactants needed to synthesize the given product. (1) Given the product [C:1]([O:5][C:6]([N:8]1[CH2:12][CH2:11][CH:10]([N:13]([CH2:18][C:19]2[CH:24]=[CH:23][CH:22]=[C:21]([C:25]3[CH:30]=[CH:29][N:28]=[C:27]([NH:32][CH2:33][CH2:34][C:35]4[CH:40]=[CH:39][C:38]([OH:41])=[CH:37][CH:36]=4)[N:26]=3)[CH:20]=2)[S:14]([CH3:17])(=[O:16])=[O:15])[CH2:9]1)=[O:7])([CH3:4])([CH3:3])[CH3:2], predict the reactants needed to synthesize it. The reactants are: [C:1]([O:5][C:6]([N:8]1[CH2:12][CH2:11][CH:10]([N:13]([CH2:18][C:19]2[CH:24]=[CH:23][CH:22]=[C:21]([C:25]3[CH:30]=[CH:29][N:28]=[C:27](Cl)[N:26]=3)[CH:20]=2)[S:14]([CH3:17])(=[O:16])=[O:15])[CH2:9]1)=[O:7])([CH3:4])([CH3:3])[CH3:2].[NH2:32][CH2:33][CH2:34][C:35]1[CH:40]=[CH:39][C:38]([OH:41])=[CH:37][CH:36]=1. (2) Given the product [OH:1][C:2]1[CH:9]=[C:8]([O:10][CH:17]2[CH2:16][CH2:15][CH2:14][CH2:19][O:18]2)[CH:7]=[C:6]([CH2:11][O:12][CH3:13])[C:3]=1[CH:4]=[O:5], predict the reactants needed to synthesize it. The reactants are: [OH:1][C:2]1[CH:9]=[C:8]([OH:10])[CH:7]=[C:6]([CH2:11][O:12][CH3:13])[C:3]=1[CH:4]=[O:5].[CH2:14]1[CH2:19][O:18][CH:17]=[CH:16][CH2:15]1. (3) Given the product [CH2:13]([C:8]1[C:7]([CH2:17][NH:18][C:19](=[O:25])[O:20][C:21]([CH3:24])([CH3:23])[CH3:22])=[C:6]([C:26]2[CH:31]=[CH:30][C:29]([CH3:32])=[CH:28][CH:27]=2)[C:5]2[C:10](=[CH:11][CH:12]=[C:3]([C:1]3[N:33]=[N:34][NH:35][N:2]=3)[CH:4]=2)[N:9]=1)[CH:14]([CH3:15])[CH3:16], predict the reactants needed to synthesize it. The reactants are: [C:1]([C:3]1[CH:4]=[C:5]2[C:10](=[CH:11][CH:12]=1)[N:9]=[C:8]([CH2:13][CH:14]([CH3:16])[CH3:15])[C:7]([CH2:17][NH:18][C:19](=[O:25])[O:20][C:21]([CH3:24])([CH3:23])[CH3:22])=[C:6]2[C:26]1[CH:31]=[CH:30][C:29]([CH3:32])=[CH:28][CH:27]=1)#[N:2].[N-:33]=[N+:34]=[N-:35].[Na+].[Cl-].[NH4+]. (4) Given the product [F:31][C:4]1[C:3]([NH:44][C:42]([NH:41][C:39](=[O:40])[CH2:38][C:32]2[CH:37]=[CH:36][CH:35]=[CH:34][CH:33]=2)=[O:43])=[CH:2][CH:30]=[CH:29][C:5]=1[O:6][C:7]1[CH:12]=[CH:11][N:10]=[C:9]([NH:13][C:14]([CH:16]2[CH2:17][CH2:18][N:19]([C:22]([O:24][C:25]([CH3:28])([CH3:26])[CH3:27])=[O:23])[CH2:20][CH2:21]2)=[O:15])[CH:8]=1, predict the reactants needed to synthesize it. The reactants are: N[C:2]1[CH:30]=[CH:29][C:5]([O:6][C:7]2[CH:12]=[CH:11][N:10]=[C:9]([NH:13][C:14]([CH:16]3[CH2:21][CH2:20][N:19]([C:22]([O:24][C:25]([CH3:28])([CH3:27])[CH3:26])=[O:23])[CH2:18][CH2:17]3)=[O:15])[CH:8]=2)=[C:4]([F:31])[CH:3]=1.[C:32]1([CH2:38][C:39]([N:41]=[C:42]=[O:43])=[O:40])[CH:37]=[CH:36][CH:35]=[CH:34][CH:33]=1.[NH2:44][C@H](C(O)=O)CC1C=CC(O)=CC=1. (5) Given the product [CH:31]1([C:2]2[CH:17]=[C:16]([O:18][C@H:19]3[CH2:24][CH2:23][C@@H:22]([C:25]([O:27][CH2:28][CH3:29])=[O:26])[CH2:21][CH2:20]3)[CH:15]=[CH:14][C:3]=2[C:4]([O:6][CH2:7][C:8]2[CH:13]=[CH:12][CH:11]=[CH:10][CH:9]=2)=[O:5])[CH2:33][CH2:32]1, predict the reactants needed to synthesize it. The reactants are: Cl[C:2]1[CH:17]=[C:16]([O:18][C@H:19]2[CH2:24][CH2:23][C@@H:22]([C:25]([O:27][CH2:28][CH3:29])=[O:26])[CH2:21][CH2:20]2)[CH:15]=[CH:14][C:3]=1[C:4]([O:6][CH2:7][C:8]1[CH:13]=[CH:12][CH:11]=[CH:10][CH:9]=1)=[O:5].O.[CH:31]1(B(O)O)[CH2:33][CH2:32]1.P([O-])([O-])([O-])=O.[K+].[K+].[K+].C1(C)C=CC=CC=1. (6) The reactants are: C[N:2]1[C:6]2[C:7]([N:11]3[CH2:16][CH2:15][N:14]([CH3:17])[CH2:13][CH2:12]3)=[CH:8][CH:9]=[CH:10][C:5]=2[N:4]=[C:3]1[CH2:18][N:19]([C@@H:23]1[C:32]2[N:31]=[CH:30][CH:29]=[CH:28][C:27]=2[CH2:26]C[CH2:24]1)CCO.CN1CCN(C2C3N=C(CNC(=O)OCC4C=CC=CC=4)NC=3C=CC=2)CC1.N1C=CC=C2CCC(=O)C=12. Given the product [CH3:17][N:14]1[CH2:13][CH2:12][N:11]([C:7]2[C:6]3[N:2]=[C:3]([CH2:18][NH:19][CH:23]4[C:32]5=[N:31][CH:30]=[CH:29][CH:28]=[C:27]5[CH2:26][CH2:24]4)[NH:4][C:5]=3[CH:10]=[CH:9][CH:8]=2)[CH2:16][CH2:15]1, predict the reactants needed to synthesize it.